Task: Predict the product of the given reaction.. Dataset: Forward reaction prediction with 1.9M reactions from USPTO patents (1976-2016) (1) Given the reactants F[C:2](F)(F)C(O)=O.[CH3:8][NH:9][C@H:10]([C:14]([NH:16][C@H:17]([C:21]([N:23]([C@@H:25]([C@@H:62]([CH3:65])[CH2:63][CH3:64])[C@H:26]([O:60][CH3:61])[CH2:27][C:28]([N:30]1[CH2:34][CH2:33][CH2:32][C@H:31]1[C@H:35]([O:58][CH3:59])[C@@H:36]([CH3:57])[C:37]([NH:39][C@@:40]1([C:49]([N:51]2[CH2:56][CH2:55][CH2:54][CH2:53][O:52]2)=[O:50])[CH2:42][C@@H:41]1[C:43]1[CH:48]=[CH:47][CH:46]=[CH:45][CH:44]=1)=[O:38])=[O:29])[CH3:24])=[O:22])[CH:18]([CH3:20])[CH3:19])=[O:15])[CH:11]([CH3:13])[CH3:12].C(OC(=O)[NH:75][CH2:76][CH2:77][CH2:78][CH2:79][CH2:80]C=O)C1C=CC=CC=1, predict the reaction product. The product is: [NH2:75][CH2:76][CH2:77][CH2:78][CH2:79][CH2:80][CH2:8][N:9]([CH3:2])[C@H:10]([C:14]([NH:16][C@H:17]([C:21]([N:23]([C@@H:25]([C@@H:62]([CH3:65])[CH2:63][CH3:64])[C@H:26]([O:60][CH3:61])[CH2:27][C:28]([N:30]1[CH2:34][CH2:33][CH2:32][C@H:31]1[C@H:35]([O:58][CH3:59])[C@@H:36]([CH3:57])[C:37]([NH:39][C@@:40]1([C:49]([N:51]2[CH2:56][CH2:55][CH2:54][CH2:53][O:52]2)=[O:50])[CH2:42][C@@H:41]1[C:43]1[CH:48]=[CH:47][CH:46]=[CH:45][CH:44]=1)=[O:38])=[O:29])[CH3:24])=[O:22])[CH:18]([CH3:19])[CH3:20])=[O:15])[CH:11]([CH3:13])[CH3:12]. (2) Given the reactants [NH:1]1[CH:5]=[C:4]([C:6]2[CH:7]=[C:8]([CH:12]=[CH:13][CH:14]=2)[C:9]([NH2:11])=[O:10])[N:3]=[CH:2]1.[H-].[Na+].[CH3:17][O:18][C:19]1[CH:24]=[CH:23][CH:22]=[CH:21][C:20]=1[N:25]1[CH2:30][CH2:29][CH:28]([N:31]([CH3:35])[C:32](Cl)=[O:33])[CH2:27][CH2:26]1, predict the reaction product. The product is: [C:9]([C:8]1[CH:7]=[C:6]([C:4]2[N:3]=[CH:2][N:1]([C:32]([N:31]([CH:28]3[CH2:29][CH2:30][N:25]([C:20]4[CH:21]=[CH:22][CH:23]=[CH:24][C:19]=4[O:18][CH3:17])[CH2:26][CH2:27]3)[CH3:35])=[O:33])[CH:5]=2)[CH:14]=[CH:13][CH:12]=1)(=[O:10])[NH2:11]. (3) Given the reactants [CH3:1][N:2]([CH3:23])[C:3](=[O:22])[CH2:4][N:5]1[CH2:9][C@H:8]([C:10]2[CH:15]=[CH:14][CH:13]=[CH:12][CH:11]=2)[C@:7]2([CH2:20][CH2:19][CH2:18][NH:17][CH2:16]2)[C:6]1=[O:21].CN(C)C(=O)CN1C[C@@H](C2C=CC=CC=2)[C@@]2(CCCNC2)C1=O.[CH2:47]([O:54][CH2:55][C@@H:56]([NH:60][C:61](=[O:73])[C:62]([NH:65][C:66]([O:68][C:69]([CH3:72])([CH3:71])[CH3:70])=[O:67])([CH3:64])[CH3:63])[C:57](O)=[O:58])[C:48]1[CH:53]=[CH:52][CH:51]=[CH:50][CH:49]=1.CCN(C(C)C)C(C)C.C(P1(=O)OP(CCC)(=O)OP(CCC)(=O)O1)CC, predict the reaction product. The product is: [CH2:47]([O:54][CH2:55][C@@H:56]([NH:60][C:61](=[O:73])[C:62]([NH:65][C:66](=[O:67])[O:68][C:69]([CH3:72])([CH3:71])[CH3:70])([CH3:64])[CH3:63])[C:57]([N:17]1[CH2:18][CH2:19][CH2:20][C:7]2([C:6](=[O:21])[N:5]([CH2:4][C:3]([N:2]([CH3:23])[CH3:1])=[O:22])[CH2:9][CH:8]2[C:10]2[CH:15]=[CH:14][CH:13]=[CH:12][CH:11]=2)[CH2:16]1)=[O:58])[C:48]1[CH:49]=[CH:50][CH:51]=[CH:52][CH:53]=1. (4) Given the reactants [NH2:1][CH2:2][CH2:3][CH2:4][N:5]1[CH:9]=[CH:8][N:7]=[CH:6]1.[Br:10][C:11]1[CH:19]=[CH:18][C:14]([C:15](Cl)=[O:16])=[CH:13][CH:12]=1, predict the reaction product. The product is: [Br:10][C:11]1[CH:19]=[CH:18][C:14]([C:15]([NH:1][CH2:2][CH2:3][CH2:4][N:5]2[CH:9]=[CH:8][N:7]=[CH:6]2)=[O:16])=[CH:13][CH:12]=1. (5) The product is: [F:1][C:2]([F:16])([CH3:15])[CH2:3][O:4][C:5]1[N:10]=[CH:9][C:8]([CH:11]([NH:23][S@@:21]([C:18]([CH3:20])([CH3:19])[CH3:17])=[O:22])[CH3:12])=[CH:7][C:6]=1[CH3:14]. Given the reactants [F:1][C:2]([F:16])([CH3:15])[CH2:3][O:4][C:5]1[N:10]=[CH:9][C:8]([C:11](=O)[CH3:12])=[CH:7][C:6]=1[CH3:14].[CH3:17][C:18]([S@:21]([NH2:23])=[O:22])([CH3:20])[CH3:19], predict the reaction product. (6) The product is: [CH3:46][O:47][CH2:48][C:49]1[CH:50]=[CH:51][C:52]([C:55]2[CH:56]=[CH:57][C:58]([C:61](=[O:63])[N:6]([CH:5]([C:4]([NH:3][CH3:2])=[O:12])[C:8]([O:9][CH3:10])=[O:11])[CH3:7])=[CH:59][CH:60]=2)=[CH:53][CH:54]=1. Given the reactants Cl.[CH3:2][NH:3][C:4](=[O:12])[C@H:5]([C:8](=[O:11])[O:9][CH3:10])[NH:6][CH3:7].CN(C(ON1N=NC2C=CC=NC1=2)=[N+](C)C)C.F[P-](F)(F)(F)(F)F.CCN(C(C)C)C(C)C.[CH3:46][O:47][CH2:48][C:49]1[CH:54]=[CH:53][C:52]([C:55]2[CH:60]=[CH:59][C:58]([C:61]([OH:63])=O)=[CH:57][CH:56]=2)=[CH:51][CH:50]=1, predict the reaction product. (7) Given the reactants [O:1]1[C:5]2[CH:6]=[CH:7][CH:8]=[CH:9][C:4]=2[C:3]([CH2:10][N:11]2[C:15]3[CH:16]=[CH:17][CH:18]=[CH:19][C:14]=3[NH:13][C:12]2=[O:20])=[N:2]1.[C:21]([O:28][CH2:29][CH3:30])(=[O:27])/[CH:22]=[CH:23]/[CH2:24][CH2:25][CH3:26].[OH-].C([N+](C)(C)C)C1C=CC=CC=1, predict the reaction product. The product is: [CH2:29]([O:28][C:21](=[O:27])[CH2:22][CH:23]([N:13]1[C:14]2[CH:19]=[CH:18][CH:17]=[CH:16][C:15]=2[N:11]([CH2:10][C:3]2[C:4]3[CH:9]=[CH:8][CH:7]=[CH:6][C:5]=3[O:1][N:2]=2)[C:12]1=[O:20])[CH2:24][CH2:25][CH3:26])[CH3:30].